From a dataset of Buchwald-Hartwig C-N cross coupling reaction yields with 55,370 reactions. Predict the reaction yield, written as a fraction of the theoretical maximum amount of product (1.0 means a 100% yield; for example, 0.34 means a 34% yield). The reactants are Ic1ccccn1.Cc1ccc(N)cc1.O=S(=O)(O[Pd]1c2ccccc2-c2ccccc2N~1)C(F)(F)F.CC(C)c1cc(C(C)C)c(-c2ccccc2P(C2CCCCC2)C2CCCCC2)c(C(C)C)c1.CN(C)C(=NC(C)(C)C)N(C)C.CCOC(=O)c1cc(OC)no1. No catalyst specified. The product is Cc1ccc(Nc2ccccn2)cc1. The yield is 0.428.